From a dataset of Forward reaction prediction with 1.9M reactions from USPTO patents (1976-2016). Predict the product of the given reaction. (1) Given the reactants [CH2:1]([CH:4]1[CH2:9][CH2:8][CH:7](/[CH:10]=[CH:11]/[C:12]2[CH:17]=[CH:16][C:15]([C:18]3[CH2:27][CH2:26][C:21]4([O:25][CH2:24][CH2:23][O:22]4)[CH2:20][CH:19]=3)=[CH:14][CH:13]=2)[CH2:6][CH2:5]1)[CH2:2][CH3:3], predict the reaction product. The product is: [CH2:1]([CH:4]1[CH2:5][CH2:6][CH:7]([CH2:10][CH2:11][C:12]2[CH:13]=[CH:14][C:15]([CH:18]3[CH2:19][CH2:20][C:21]4([O:22][CH2:23][CH2:24][O:25]4)[CH2:26][CH2:27]3)=[CH:16][CH:17]=2)[CH2:8][CH2:9]1)[CH2:2][CH3:3]. (2) Given the reactants [Br:1][C:2]1[CH:3]=[C:4]2[C:9](=[CH:10][CH:11]=1)[CH:8]=[C:7]([C:12]([OH:14])=O)[CH:6]=[CH:5]2.C(Cl)(=O)C([Cl:18])=O, predict the reaction product. The product is: [Br:1][C:2]1[CH:3]=[C:4]2[C:9](=[CH:10][CH:11]=1)[CH:8]=[C:7]([C:12]([Cl:18])=[O:14])[CH:6]=[CH:5]2. (3) Given the reactants [O:1]=[C:2]([CH2:8][CH2:9][CH2:10][CH2:11][CH2:12][CH3:13])[CH2:3][CH2:4][C:5]([OH:7])=[O:6].[CH3:14][C:15](=[CH:17][CH2:18][CH2:19][CH:20]([CH2:22][CH2:23]O)[CH3:21])[CH3:16], predict the reaction product. The product is: [CH3:21][CH:20]([CH2:19][CH2:18][CH:17]=[C:15]([CH3:16])[CH3:14])[CH2:22][CH2:23][O:6][C:5](=[O:7])[CH2:4][CH2:3][C:2](=[O:1])[CH2:8][CH2:9][CH2:10][CH2:11][CH2:12][CH3:13]. (4) Given the reactants [OH:1][C:2]1[CH:6]=[CH:5][S:4][C:3]=1[C:7]([O:9][CH3:10])=[O:8].[Br:11]Br.OS([O-])=O.[Na+], predict the reaction product. The product is: [Br:11][C:6]1[C:2]([OH:1])=[C:3]([C:7]([O:9][CH3:10])=[O:8])[S:4][CH:5]=1. (5) Given the reactants [OH:1][C:2]1[CH:11]=[C:10]([O:12][CH3:13])[C:9]2[C:4](=[CH:5][CH:6]=[CH:7][CH:8]=2)[N:3]=1.[F:14][C:15]([F:28])([F:27])[S:16](O[S:16]([C:15]([F:28])([F:27])[F:14])(=[O:18])=[O:17])(=[O:18])=[O:17], predict the reaction product. The product is: [CH3:13][O:12][C:10]1[C:9]2[C:4](=[CH:5][CH:6]=[CH:7][CH:8]=2)[N:3]=[C:2]([O:1][S:16]([C:15]([F:28])([F:27])[F:14])(=[O:18])=[O:17])[CH:11]=1. (6) Given the reactants [CH3:1][N:2]([CH3:17])[C:3]([C:5]1[CH:13]=[C:12]2[C:8]([CH2:9][NH:10][CH:11]2[C:14]([OH:16])=[O:15])=[CH:7][CH:6]=1)=[O:4].C(N(CC)CC)C.[CH3:25][C:26]([O:29][C:30](O[C:30]([O:29][C:26]([CH3:28])([CH3:27])[CH3:25])=[O:31])=[O:31])([CH3:28])[CH3:27], predict the reaction product. The product is: [C:26]([O:29][C:30]([N:10]1[CH2:9][C:8]2[C:12](=[CH:13][C:5]([C:3](=[O:4])[N:2]([CH3:17])[CH3:1])=[CH:6][CH:7]=2)[CH:11]1[C:14]([OH:16])=[O:15])=[O:31])([CH3:28])([CH3:27])[CH3:25]. (7) Given the reactants [CH3:1][N:2]([C@@H:13]([CH2:17][C:18]1[CH:23]=[CH:22][CH:21]=[CH:20][N:19]=1)[C:14]([OH:16])=[O:15])S(C1C=CC(C)=CC=1)(=O)=O.[BrH:24], predict the reaction product. The product is: [BrH:24].[BrH:24].[CH3:1][NH:2][C@@H:13]([CH2:17][C:18]1[CH:23]=[CH:22][CH:21]=[CH:20][N:19]=1)[C:14]([OH:16])=[O:15]. (8) Given the reactants [N:1]1[CH:6]=[CH:5][CH:4]=[C:3]([NH:7][C:8](=[O:15])OCC(Cl)(Cl)Cl)[CH:2]=1.[Cl:16][C:17]1[CH:18]=[C:19]([C:23]2[N:24]=[C:25]([N:28]3[CH2:33][CH2:32][NH:31][CH2:30][CH2:29]3)[S:26][CH:27]=2)[CH:20]=[CH:21][CH:22]=1.C(N(C(C)C)CC)(C)C.O, predict the reaction product. The product is: [Cl:16][C:17]1[CH:18]=[C:19]([C:23]2[N:24]=[C:25]([N:28]3[CH2:29][CH2:30][N:31]([C:8]([NH:7][C:3]4[CH:2]=[N:1][CH:6]=[CH:5][CH:4]=4)=[O:15])[CH2:32][CH2:33]3)[S:26][CH:27]=2)[CH:20]=[CH:21][CH:22]=1.